This data is from Full USPTO retrosynthesis dataset with 1.9M reactions from patents (1976-2016). The task is: Predict the reactants needed to synthesize the given product. (1) Given the product [Br:1][C:2]1[CH:7]=[CH:6][C:5]([C@@H:8]([OH:9])[CH2:10][N:11]2[CH2:15][CH2:14][CH2:13][CH2:12]2)=[CH:4][CH:3]=1, predict the reactants needed to synthesize it. The reactants are: [Br:1][C:2]1[CH:7]=[CH:6][C:5]([C@@H:8]2[CH2:10][O:9]2)=[CH:4][CH:3]=1.[NH:11]1[CH2:15][CH2:14][CH2:13][CH2:12]1.O.[O-2].[O-2].[O-2].O=[Si]=O.O=[Si]=O.O=[Si]=O.O=[Si]=O.[Al+3].[Al+3]. (2) Given the product [CH3:19][O:18][C:12]1[CH:11]=[C:10]([C:3]2[CH:4]=[N:5][CH:6]=[C:7]([C:2]=2[NH:20][C:21]2[CH:26]=[CH:25][CH:24]=[C:23]([OH:27])[CH:22]=2)[C:8]#[N:9])[CH:15]=[CH:14][C:13]=1[O:16][CH3:17], predict the reactants needed to synthesize it. The reactants are: Cl[C:2]1[C:7]([C:8]#[N:9])=[CH:6][N:5]=[CH:4][C:3]=1[C:10]1[CH:15]=[CH:14][C:13]([O:16][CH3:17])=[C:12]([O:18][CH3:19])[CH:11]=1.[NH2:20][C:21]1[CH:22]=[C:23]([OH:27])[CH:24]=[CH:25][CH:26]=1.